From a dataset of Catalyst prediction with 721,799 reactions and 888 catalyst types from USPTO. Predict which catalyst facilitates the given reaction. (1) The catalyst class is: 6. Product: [CH2:11]([O:13][C:14]1[CH:19]=[CH:18][C:17]([C@H:20]2[CH2:25][CH2:24][C@H:23]([C@@H:26]3[CH2:27][O:28][C@@H:29]([C@H:32]4[CH2:37][CH2:36][C@H:35]([CH2:38][CH2:39][CH2:40][CH2:41][CH3:42])[CH2:34][CH2:33]4)[CH2:30][CH2:31]3)[CH2:22][CH2:21]2)=[C:16]([F:44])[C:15]=1[F:45])[CH3:12]. Reactant: C([SiH](CC)CC)C.ClCCl.[CH2:11]([O:13][C:14]1[CH:19]=[CH:18][C:17]([C@H:20]2[CH2:25][CH2:24][C@H:23]([CH:26]3[CH2:31][CH2:30][CH:29]([C@H:32]4[CH2:37][CH2:36][C@H:35]([CH2:38][CH2:39][CH2:40][CH2:41][CH3:42])[CH2:34][CH2:33]4)[O:28][CH:27]3O)[CH2:22][CH2:21]2)=[C:16]([F:44])[C:15]=1[F:45])[CH3:12]. (2) Reactant: Cl.[NH2:2][C:3]1[CH:9]=[CH:8][C:6]([OH:7])=[CH:5][C:4]=1[OH:10].C([O-])(=O)C.[Na+].[C:16](OCC)(OCC)(OCC)[O:17][CH2:18][CH3:19]. Product: [CH2:18]([O:17][C:16]1[O:10][C:4]2[CH:5]=[C:6]([OH:7])[CH:8]=[CH:9][C:3]=2[N:2]=1)[CH3:19]. The catalyst class is: 8. (3) Reactant: [CH2:1]1[O:4][CH:2]1[CH3:3].[SH:5][C:6]1[CH:7]=[C:8]([B:12]([OH:14])[OH:13])[CH:9]=[CH:10][CH:11]=1.[O-2].[Al+3].[O-2].[O-2].[Al+3]. Product: [OH:4][C@@H:2]([CH3:3])[CH2:1][S:5][C:6]1[CH:7]=[C:8]([B:12]([OH:14])[OH:13])[CH:9]=[CH:10][CH:11]=1. The catalyst class is: 27. (4) Product: [CH:16]1([C:13]2[CH:14]=[CH:15][C:10]([CH2:9][OH:8])=[CH:11][C:12]=2[N:22]([CH3:24])[CH3:23])[CH2:17][CH2:18][CH2:19][CH2:20][CH2:21]1. The catalyst class is: 56. Reactant: [H-].[Al+3].[Li+].[H-].[H-].[H-].C[O:8][C:9](=O)[C:10]1[CH:15]=[CH:14][C:13]([CH:16]2[CH2:21][CH2:20][CH2:19][CH2:18][CH2:17]2)=[C:12]([N:22]([CH3:24])[CH3:23])[CH:11]=1.C(OCC)C.[H][H]. (5) Reactant: [CH2:1]([C:8]1[CH:16]=[C:15]([Cl:17])[CH:14]=[CH:13][C:9]=1[C:10]([OH:12])=O)[C:2]1[CH:7]=[CH:6][CH:5]=[CH:4][CH:3]=1.[C:18]1([S:28]([NH2:31])(=[O:30])=[O:29])[C:19]([S:24]([NH2:27])(=[O:26])=[O:25])=[CH:20][CH:21]=[CH:22][CH:23]=1.C(Cl)CCl. Product: [CH2:1]([C:8]1[CH:16]=[C:15]([Cl:17])[CH:14]=[CH:13][C:9]=1[C:10]([NH:31][S:28]([C:18]1[CH:23]=[CH:22][CH:21]=[CH:20][C:19]=1[S:24](=[O:26])(=[O:25])[NH2:27])(=[O:30])=[O:29])=[O:12])[C:2]1[CH:3]=[CH:4][CH:5]=[CH:6][CH:7]=1. The catalyst class is: 142.